Task: Predict the product of the given reaction.. Dataset: Forward reaction prediction with 1.9M reactions from USPTO patents (1976-2016) The product is: [Cl:54][C:50]1[CH:49]=[C:48]([C:45]2([NH:44][C:42](=[O:43])/[CH:41]=[CH:40]/[C@:23]34[CH2:35][C:34](=[O:36])[C:33]([CH:37]([CH3:38])[CH3:39])=[C:24]3[C@@H:25]3[C@@:20]([CH3:55])([CH2:21][CH2:22]4)[C@@:19]4([CH3:56])[C@@H:28]([C@:29]5([CH3:32])[C@@H:16]([CH2:17][CH2:18]4)[C:15]([CH3:58])([CH3:57])[C@@H:14]([O:13][C:11](=[O:12])[CH2:10][C:2]([CH3:1])([CH3:59])[C:3]([OH:5])=[O:4])[CH2:31][CH2:30]5)[CH2:27][CH2:26]3)[CH2:47][CH2:46]2)[CH:53]=[CH:52][CH:51]=1. Given the reactants [CH3:1][C:2]([CH3:59])([CH2:10][C:11]([O:13][C@H:14]1[CH2:31][CH2:30][C@@:29]2([CH3:32])[C@@H:16]([CH2:17][CH2:18][C@:19]3([CH3:56])[C@@H:28]2[CH2:27][CH2:26][C@H:25]2[C@@:20]3([CH3:55])[CH2:21][CH2:22][C@@:23]3(/[CH:40]=[CH:41]/[C:42]([NH:44][C:45]4([C:48]5[CH:53]=[CH:52][CH:51]=[C:50]([Cl:54])[CH:49]=5)[CH2:47][CH2:46]4)=[O:43])[CH2:35][C:34](=[O:36])[C:33]([CH:37]([CH3:39])[CH3:38])=[C:24]32)[C:15]1([CH3:58])[CH3:57])=[O:12])[C:3]([O:5]C(C)(C)C)=[O:4].C(O)(C(F)(F)F)=O, predict the reaction product.